Dataset: Catalyst prediction with 721,799 reactions and 888 catalyst types from USPTO. Task: Predict which catalyst facilitates the given reaction. (1) Reactant: [Br:1][C:2]1[CH:10]=[CH:9][C:5]([C:6]([OH:8])=O)=[C:4]([S:11]([CH3:14])(=[O:13])=[O:12])[CH:3]=1.Cl.[CH2:16]([C:18]1[CH:23]=[C:22]([CH3:24])[CH:21]=[CH:20][C:19]=1[N:25]1[CH2:30][CH2:29][NH:28][CH2:27][CH2:26]1)[CH3:17].O.[Cl-].COC1N=C(OC)N=C([N+]2(C)CCOCC2)N=1.CN1CCOCC1. Product: [Br:1][C:2]1[CH:10]=[CH:9][C:5]([C:6]([N:28]2[CH2:29][CH2:30][N:25]([C:19]3[CH:20]=[CH:21][C:22]([CH3:24])=[CH:23][C:18]=3[CH2:16][CH3:17])[CH2:26][CH2:27]2)=[O:8])=[C:4]([S:11]([CH3:14])(=[O:13])=[O:12])[CH:3]=1. The catalyst class is: 254. (2) Reactant: [F:1][C:2]([F:21])([F:20])[O:3][C:4]1[CH:9]=[CH:8][C:7]([C:10]2[CH:11]=[CH:12][C:13]3[N:14]([C:16](=[O:19])[NH:17][N:18]=3)[CH:15]=2)=[CH:6][CH:5]=1.[CH:22]1([C:25]2[CH:29]=[C:28]([CH2:30]O)[N:27]([CH3:32])[N:26]=2)[CH2:24][CH2:23]1.C1C=CC(P(C2C=CC=CC=2)C2C=CC=CC=2)=CC=1.N(C(OCC)=O)=NC(OCC)=O. Product: [CH:22]1([C:25]2[CH:29]=[C:28]([CH2:30][N:17]3[C:16](=[O:19])[N:14]4[CH:15]=[C:10]([C:7]5[CH:6]=[CH:5][C:4]([O:3][C:2]([F:1])([F:20])[F:21])=[CH:9][CH:8]=5)[CH:11]=[CH:12][C:13]4=[N:18]3)[N:27]([CH3:32])[N:26]=2)[CH2:24][CH2:23]1. The catalyst class is: 1.